From a dataset of Catalyst prediction with 721,799 reactions and 888 catalyst types from USPTO. Predict which catalyst facilitates the given reaction. (1) Reactant: [N+:1]([C:4]1[CH:5]=[C:6]2[C:10](=[CH:11][CH:12]=1)[NH:9][C:8](=[O:13])[CH2:7]2)([O-])=O. Product: [NH2:1][C:4]1[CH:5]=[C:6]2[C:10](=[CH:11][CH:12]=1)[NH:9][C:8](=[O:13])[CH2:7]2. The catalyst class is: 43. (2) Reactant: [Cl:1][C:2]1[CH:7]=[CH:6][N:5]=[CH:4][C:3]=1[C:8]1[N:9](C)[C:10]2[C:15]([CH:16]=1)=[CH:14][CH:13]=[CH:12][CH:11]=2.ClCCl.ClS([N:25]=[C:26]=O)(=O)=[O:23]. Product: [NH4+:5].[OH-:23].[Cl:1][C:2]1[CH:7]=[CH:6][N:5]=[CH:4][C:3]=1[C:8]1[NH:9][C:10]2[C:15]([C:16]=1[C:26]#[N:25])=[CH:14][CH:13]=[CH:12][CH:11]=2. The catalyst class is: 3. (3) Reactant: [N:1]1([NH:7][C:8]([C:10]2[N:11]=[C:12]([C:23]3[CH:28]=[CH:27][C:26]([Cl:29])=[CH:25][C:24]=3[Cl:30])[N:13]([C:16]3[CH:21]=[CH:20][C:19]([OH:22])=[CH:18][CH:17]=3)[C:14]=2[CH3:15])=[O:9])[CH2:6][CH2:5][CH2:4][CH2:3][CH2:2]1.C(N(CC)CC)C.[F:38][C:39]([F:47])([F:46])[CH2:40][CH2:41][S:42](Cl)(=[O:44])=[O:43].O. Product: [Cl:30][C:24]1[CH:25]=[C:26]([Cl:29])[CH:27]=[CH:28][C:23]=1[C:12]1[N:13]([C:16]2[CH:17]=[CH:18][C:19]([O:22][S:42]([CH2:41][CH2:40][C:39]([F:47])([F:46])[F:38])(=[O:44])=[O:43])=[CH:20][CH:21]=2)[C:14]([CH3:15])=[C:10]([C:8](=[O:9])[NH:7][N:1]2[CH2:6][CH2:5][CH2:4][CH2:3][CH2:2]2)[N:11]=1. The catalyst class is: 4. (4) Reactant: C[O:2][C:3]([C:5]1([NH:12][C:13](=[O:32])[C:14]2[CH:19]=[CH:18][C:17]([O:20][CH3:21])=[C:16]([O:22][CH2:23][CH2:24][C:25]3[CH:26]=[C:27]([CH3:31])[CH:28]=[CH:29][CH:30]=3)[CH:15]=2)[CH2:10][CH2:9][C:8](=[CH2:11])[CH2:7][CH2:6]1)=[O:4].[CH2:33]([Zn]CC)C.ICI. Product: [CH3:21][O:20][C:17]1[CH:18]=[CH:19][C:14]([C:13]([NH:12][C:5]2([C:3]([OH:2])=[O:4])[CH2:6][CH2:7][C:8]3([CH2:33][CH2:11]3)[CH2:9][CH2:10]2)=[O:32])=[CH:15][C:16]=1[O:22][CH2:23][CH2:24][C:25]1[CH:26]=[C:27]([CH3:31])[CH:28]=[CH:29][CH:30]=1. The catalyst class is: 11. (5) Reactant: Br[C:2]1[CH:3]=[C:4]([C:8]2[CH:12]=[N:11][N:10]([CH3:13])[N:9]=2)[CH:5]=[CH:6][CH:7]=1.[B:14]1([B:14]2[O:19][CH2:18][C:17]([CH3:21])([CH3:20])[CH2:16][O:15]2)[O:19][CH2:18][C:17]([CH3:21])([CH3:20])[CH2:16][O:15]1.C([O-])(=O)C.[K+]. Product: [CH3:20][C:17]1([CH3:21])[CH2:18][O:19][B:14]([C:2]2[CH:3]=[C:4]([C:8]3[CH:12]=[N:11][N:10]([CH3:13])[N:9]=3)[CH:5]=[CH:6][CH:7]=2)[O:15][CH2:16]1. The catalyst class is: 75. (6) Reactant: Br[C:2]1[C:10]2[CH:9]=[N:8][C:7]([NH:11][CH:12]([CH2:14][CH2:15][CH3:16])[CH3:13])=[N:6][C:5]=2[N:4]([C@H:17]2[CH2:22][CH2:21][C@H:20]([O:23][Si:24]([C:27]([CH3:30])([CH3:29])[CH3:28])([CH3:26])[CH3:25])[CH2:19][CH2:18]2)[CH:3]=1.[CH:31]([C:33]1[CH:38]=[CH:37][C:36](B(O)O)=[CH:35][CH:34]=1)=[O:32].C([O-])([O-])=O.[K+].[K+]. Product: [Si:24]([O:23][C@H:20]1[CH2:21][CH2:22][C@H:17]([N:4]2[C:5]3[N:6]=[C:7]([NH:11][CH:12]([CH2:14][CH2:15][CH3:16])[CH3:13])[N:8]=[CH:9][C:10]=3[C:2]([C:36]3[CH:37]=[CH:38][C:33]([CH:31]=[O:32])=[CH:34][CH:35]=3)=[CH:3]2)[CH2:18][CH2:19]1)([C:27]([CH3:30])([CH3:29])[CH3:28])([CH3:26])[CH3:25]. The catalyst class is: 70. (7) Reactant: Cl[C:2]1[N:7]=[C:6]([NH2:8])[N:5]=[C:4]2[N:9]([CH2:12][C:13]3[N:17]([C:18]4[CH:23]=[CH:22][CH:21]=[CH:20][CH:19]=4)[C:16]4[CH:24]=[CH:25][CH:26]=[CH:27][C:15]=4[N:14]=3)[N:10]=[CH:11][C:3]=12. Product: [C:18]1([N:17]2[C:16]3[CH:24]=[CH:25][CH:26]=[CH:27][C:15]=3[N:14]=[C:13]2[CH2:12][N:9]2[C:4]3=[N:5][C:6]([NH2:8])=[N:7][CH:2]=[C:3]3[CH:11]=[N:10]2)[CH:23]=[CH:22][CH:21]=[CH:20][CH:19]=1. The catalyst class is: 19. (8) Reactant: [CH3:1][C:2]([CH3:7])([CH3:6])[CH2:3][Mg]Cl.[Cu](C#N)C#N.Br[C:14]1[N:32]=[CH:31][CH:30]=[CH:29][C:15]=1[C:16]([NH:18][C:19]1[CH:24]=[CH:23][CH:22]=[C:21]([C:25]([CH3:28])([CH3:27])[CH3:26])[CH:20]=1)=[O:17].[Cl-].[NH4+]. Product: [C:25]([C:21]1[CH:20]=[C:19]([NH:18][C:16](=[O:17])[C:15]2[CH:29]=[CH:30][CH:31]=[N:32][C:14]=2[CH2:1][C:2]([CH3:7])([CH3:6])[CH3:3])[CH:24]=[CH:23][CH:22]=1)([CH3:28])([CH3:27])[CH3:26]. The catalyst class is: 56.